This data is from NCI-60 drug combinations with 297,098 pairs across 59 cell lines. The task is: Regression. Given two drug SMILES strings and cell line genomic features, predict the synergy score measuring deviation from expected non-interaction effect. (1) Drug 1: C1=NC(=NC(=O)N1C2C(C(C(O2)CO)O)O)N. Drug 2: CC1C(C(CC(O1)OC2CC(OC(C2O)C)OC3=CC4=CC5=C(C(=O)C(C(C5)C(C(=O)C(C(C)O)O)OC)OC6CC(C(C(O6)C)O)OC7CC(C(C(O7)C)O)OC8CC(C(C(O8)C)O)(C)O)C(=C4C(=C3C)O)O)O)O. Cell line: SF-268. Synergy scores: CSS=29.4, Synergy_ZIP=-0.672, Synergy_Bliss=2.14, Synergy_Loewe=-11.4, Synergy_HSA=1.54. (2) Drug 1: CC1C(C(=O)NC(C(=O)N2CCCC2C(=O)N(CC(=O)N(C(C(=O)O1)C(C)C)C)C)C(C)C)NC(=O)C3=C4C(=C(C=C3)C)OC5=C(C(=O)C(=C(C5=N4)C(=O)NC6C(OC(=O)C(N(C(=O)CN(C(=O)C7CCCN7C(=O)C(NC6=O)C(C)C)C)C)C(C)C)C)N)C. Drug 2: COCCOC1=C(C=C2C(=C1)C(=NC=N2)NC3=CC=CC(=C3)C#C)OCCOC.Cl. Synergy scores: CSS=13.7, Synergy_ZIP=11.4, Synergy_Bliss=10.2, Synergy_Loewe=1.29, Synergy_HSA=1.44. Cell line: UO-31. (3) Drug 1: CC1=C2C(C(=O)C3(C(CC4C(C3C(C(C2(C)C)(CC1OC(=O)C(C(C5=CC=CC=C5)NC(=O)C6=CC=CC=C6)O)O)OC(=O)C7=CC=CC=C7)(CO4)OC(=O)C)O)C)OC(=O)C. Drug 2: C1=NNC2=C1C(=O)NC=N2. Cell line: SF-268. Synergy scores: CSS=10.9, Synergy_ZIP=-5.33, Synergy_Bliss=-9.26, Synergy_Loewe=-22.5, Synergy_HSA=-9.72. (4) Cell line: 786-0. Drug 1: C(CN)CNCCSP(=O)(O)O. Synergy scores: CSS=34.6, Synergy_ZIP=6.72, Synergy_Bliss=7.56, Synergy_Loewe=-40.1, Synergy_HSA=6.70. Drug 2: CC1C(C(CC(O1)OC2CC(CC3=C2C(=C4C(=C3O)C(=O)C5=CC=CC=C5C4=O)O)(C(=O)C)O)N)O.